From a dataset of Orexin1 receptor HTS with 218,158 compounds and 233 confirmed actives. Binary Classification. Given a drug SMILES string, predict its activity (active/inactive) in a high-throughput screening assay against a specified biological target. The compound is S1C(CC(=Nc2c1cccc2)c1ccccc1)C(O)=O. The result is 0 (inactive).